This data is from Forward reaction prediction with 1.9M reactions from USPTO patents (1976-2016). The task is: Predict the product of the given reaction. (1) Given the reactants [C:1]([O:5][C:6](=[O:22])[NH:7][C:8]1[C:13]([N:14]2[C:18]([CH3:19])=[CH:17][C:16]([CH3:20])=[N:15]2)=[N:12][C:11](Br)=[CH:10][N:9]=1)([CH3:4])([CH3:3])[CH3:2].[Cl:23][C:24]1[CH:30]=[CH:29][C:27]([NH2:28])=[CH:26][CH:25]=1.C(=O)([O-])[O-].[Cs+].[Cs+], predict the reaction product. The product is: [C:1]([O:5][C:6](=[O:22])[NH:7][C:8]1[C:13]([N:14]2[C:18]([CH3:19])=[CH:17][C:16]([CH3:20])=[N:15]2)=[N:12][C:11]([NH:28][C:27]2[CH:29]=[CH:30][C:24]([Cl:23])=[CH:25][CH:26]=2)=[CH:10][N:9]=1)([CH3:4])([CH3:3])[CH3:2]. (2) Given the reactants [CH3:1][C:2]1[C:3]([N+:10]([O-:12])=[O:11])=[C:4]([CH:7]=[CH:8][CH:9]=1)[CH:5]=O.[C:13]([O:21][CH2:22][CH3:23])(=[O:20])[CH2:14][C:15]([O:17][CH2:18][CH3:19])=[O:16].C(=O)(O)[O-].[Na+], predict the reaction product. The product is: [CH3:1][C:2]1[C:3]([N+:10]([O-:12])=[O:11])=[C:4]([CH:7]=[CH:8][CH:9]=1)[CH:5]=[C:14]([C:15]([O:17][CH2:18][CH3:19])=[O:16])[C:13]([O:21][CH2:22][CH3:23])=[O:20]. (3) The product is: [CH3:1][O:2][C:3]1[CH:4]=[CH:5][C:6]([C:9]2[C:17]3[C:12](=[C:13]([CH3:18])[CH:14]=[CH:15][CH:16]=3)[N:11]([CH2:22][CH2:23][CH2:24][CH2:25][CH3:26])[N:10]=2)=[CH:7][CH:8]=1. Given the reactants [CH3:1][O:2][C:3]1[CH:8]=[CH:7][C:6]([C:9]2[C:17]3[C:12](=[C:13]([CH3:18])[CH:14]=[CH:15][CH:16]=3)[NH:11][N:10]=2)=[CH:5][CH:4]=1.[H-].[Na+].I[CH2:22][CH2:23][CH2:24][CH2:25][CH3:26], predict the reaction product. (4) Given the reactants [Cl:1][C:2]1[C:10]2[N:9]=[C:8]3[N:11]([C:15]4[CH:20]=[CH:19][C:18]([Cl:21])=[CH:17][C:16]=4[Cl:22])[CH2:12][CH2:13][CH2:14][N:7]3[C:6]=2[C:5]([CH:23]([OH:25])[CH3:24])=[CH:4][CH:3]=1.[C:26](OC(=O)C)(=[O:28])[CH3:27], predict the reaction product. The product is: [C:26]([O:25][CH:23]([C:5]1[C:6]2[N:7]3[CH2:14][CH2:13][CH2:12][N:11]([C:15]4[CH:20]=[CH:19][C:18]([Cl:21])=[CH:17][C:16]=4[Cl:22])[C:8]3=[N:9][C:10]=2[C:2]([Cl:1])=[CH:3][CH:4]=1)[CH3:24])(=[O:28])[CH3:27]. (5) The product is: [Cl:1][C:2]1[CH:7]=[CH:6][CH:5]=[CH:4][C:3]=1[C:8]1[C:9]2[CH:16]=[C:15]([CH2:17][O:18][C:19]3[CH:20]=[CH:21][C:22]([C@@H:25]([C:32]#[C:33][CH3:34])[CH2:26][C:27]([OH:29])=[O:28])=[CH:23][CH:24]=3)[CH:14]=[CH:13][C:10]=2[S:11][CH:12]=1. Given the reactants [Cl:1][C:2]1[CH:7]=[CH:6][CH:5]=[CH:4][C:3]=1[C:8]1[C:9]2[CH:16]=[C:15]([CH2:17][O:18][C:19]3[CH:24]=[CH:23][C:22]([C@@H:25]([C:32]#[C:33][CH3:34])[CH2:26][C:27]([O:29]CC)=[O:28])=[CH:21][CH:20]=3)[CH:14]=[CH:13][C:10]=2[S:11][CH:12]=1.[Li+].[OH-].Cl, predict the reaction product.